Dataset: Full USPTO retrosynthesis dataset with 1.9M reactions from patents (1976-2016). Task: Predict the reactants needed to synthesize the given product. (1) Given the product [Si:8]([O:25][CH2:26][C:27]1[C:28]([N:42]2[CH2:43][C@H:44]([CH3:49])[O:45][C@H:46]([CH3:48])[CH2:47]2)=[C:29]([F:41])[C:30]2[O:34][N:33]=[C:32]([C:35]([NH:7][CH2:5][CH3:6])=[O:36])[C:31]=2[CH:40]=1)([C:21]([CH3:22])([CH3:24])[CH3:23])([C:9]1[CH:14]=[CH:13][CH:12]=[CH:11][CH:10]=1)[C:15]1[CH:16]=[CH:17][CH:18]=[CH:19][CH:20]=1, predict the reactants needed to synthesize it. The reactants are: C[Al](C)C.[CH2:5]([NH2:7])[CH3:6].[Si:8]([O:25][CH2:26][C:27]1[C:28]([N:42]2[CH2:47][C@H:46]([CH3:48])[O:45][C@H:44]([CH3:49])[CH2:43]2)=[C:29]([F:41])[C:30]2[O:34][N:33]=[C:32]([C:35](OCC)=[O:36])[C:31]=2[CH:40]=1)([C:21]([CH3:24])([CH3:23])[CH3:22])([C:15]1[CH:20]=[CH:19][CH:18]=[CH:17][CH:16]=1)[C:9]1[CH:14]=[CH:13][CH:12]=[CH:11][CH:10]=1. (2) Given the product [C:2]([C:7]1[O:11][C:10]([CH2:12][N:13]2[CH:17]=[CH:16][C:15]([NH:18][C:29](=[O:30])/[CH:28]=[CH:27]/[C:23]3[CH:24]=[CH:25][CH:26]=[C:21]([C:20]([F:32])([F:33])[F:19])[CH:22]=3)=[N:14]2)=[CH:9][CH:8]=1)(=[O:6])[CH3:1], predict the reactants needed to synthesize it. The reactants are: [CH3:1][C:2]1([C:7]2[O:11][C:10]([CH2:12][N:13]3[CH:17]=[CH:16][C:15]([NH2:18])=[N:14]3)=[CH:9][CH:8]=2)[O:6]CCO1.[F:19][C:20]([F:33])([F:32])[C:21]1[CH:22]=[C:23](/[CH:27]=[CH:28]/[C:29](O)=[O:30])[CH:24]=[CH:25][CH:26]=1. (3) Given the product [O:42]1[C:46]2[CH:47]=[CH:48][C:49]([C:51]3([C:54]([NH:56][C:57]4[CH:62]=[CH:61][C:60]([CH:63]([N:72]5[CH2:73][CH2:38][CH2:37][C@H:74]5[CH2:8][O:13][CH3:14])[C:64]5[CH:69]=[CH:68][CH:67]=[CH:66][C:65]=5[O:70][CH3:71])=[CH:59][N:58]=4)=[O:55])[CH2:53][CH2:52]3)=[CH:50][C:45]=2[O:44][CH2:43]1, predict the reactants needed to synthesize it. The reactants are: CS(OC(C1C=NC(NC(C2(C3C=CC4OCOC=4C=3)CC2)=O)=CC=1)C1C=CC=C[C:8]=1[O:13][CH3:14])(=O)=O.N1CCC[CH2:38][CH2:37]1.[O:42]1[C:46]2[CH:47]=[CH:48][C:49]([C:51]3([C:54]([NH:56][C:57]4[CH:62]=[CH:61][C:60]([CH:63]([N:72]([CH3:74])[CH3:73])[C:64]5[CH:69]=[CH:68][CH:67]=[CH:66][C:65]=5[O:70][CH3:71])=[CH:59][N:58]=4)=[O:55])[CH2:53][CH2:52]3)=[CH:50][C:45]=2[O:44][CH2:43]1. (4) Given the product [NH2:13][C:12]1[C:6]2[CH:7]=[N:8][C:9]3[CH:10]=[CH:11][C:2]([F:1])=[CH:3][C:4]=3[C:5]=2[S:14][C:22]=1[C:21]([C:20]1[CH:25]=[CH:26][C:17]([O:16][CH3:15])=[CH:18][CH:19]=1)=[O:24], predict the reactants needed to synthesize it. The reactants are: [F:1][C:2]1[CH:3]=[C:4]2[C:9](=[CH:10][CH:11]=1)[N:8]=[CH:7][C:6]([C:12]#[N:13])=[C:5]2[SH:14].[CH3:15][O:16][C:17]1[CH:26]=[CH:25][C:20]([C:21](=[O:24])[CH2:22]Br)=[CH:19][CH:18]=1.[OH-].[Na+]. (5) The reactants are: [CH2:1]([C:3]1[CH:4]=[C:5]([CH:31]=[CH:32][C:33]=1[CH2:34][CH3:35])[CH2:6][CH:7]([CH2:11][C:12](=[O:30])[N:13]1[CH2:18][CH2:17][CH:16]([N:19]2[CH2:28][C:27]3[C:22](=[CH:23][CH:24]=[CH:25][CH:26]=3)[NH:21][C:20]2=[O:29])[CH2:15][CH2:14]1)[C:8](O)=[O:9])[CH3:2].[CH3:36][N:37]1[CH2:42][CH2:41][N:40]([CH:43]2[CH2:48][CH2:47][NH:46][CH2:45][CH2:44]2)[CH2:39][CH2:38]1. Given the product [CH2:1]([C:3]1[CH:4]=[C:5]([CH:31]=[CH:32][C:33]=1[CH2:34][CH3:35])[CH2:6][CH:7]([CH2:11][C:12]([N:13]1[CH2:18][CH2:17][CH:16]([N:19]2[CH2:28][C:27]3[C:22](=[CH:23][CH:24]=[CH:25][CH:26]=3)[NH:21][C:20]2=[O:29])[CH2:15][CH2:14]1)=[O:30])[C:8]([N:46]1[CH2:45][CH2:44][CH:43]([N:40]2[CH2:39][CH2:38][N:37]([CH3:36])[CH2:42][CH2:41]2)[CH2:48][CH2:47]1)=[O:9])[CH3:2], predict the reactants needed to synthesize it. (6) The reactants are: [F:1][C:2]([F:14])([F:13])[C:3]1[CH:4]=[C:5]([S:9](Cl)(=[O:11])=[O:10])[CH:6]=[CH:7][CH:8]=1.[CH2:15]([O:17][C:18](=[O:40])[C:19]1[CH:24]=[CH:23][C:22]([NH:25][C:26]([C:28]2[CH:36]=[C:35]3[C:31]([CH2:32][CH2:33][NH:34]3)=[C:30]([O:37][CH3:38])[CH:29]=2)=[O:27])=[CH:21][C:20]=1[F:39])[CH3:16].N1C=CC=CC=1. Given the product [CH2:15]([O:17][C:18](=[O:40])[C:19]1[CH:24]=[CH:23][C:22]([NH:25][C:26]([C:28]2[CH:36]=[C:35]3[C:31]([CH2:32][CH2:33][N:34]3[S:9]([C:5]3[CH:6]=[CH:7][CH:8]=[C:3]([C:2]([F:14])([F:13])[F:1])[CH:4]=3)(=[O:11])=[O:10])=[C:30]([O:37][CH3:38])[CH:29]=2)=[O:27])=[CH:21][C:20]=1[F:39])[CH3:16], predict the reactants needed to synthesize it. (7) Given the product [F:39][C:36]1[CH:37]=[CH:38][C:33]([C@H:17]([NH:16][C:2]2[C:3]3[N:11]=[CH:10][CH:9]=[C:8]([C:12]([NH2:14])=[O:13])[C:4]=3[N:5]=[CH:6][N:7]=2)[CH2:18][NH:19][CH3:32])=[CH:34][C:35]=1[C:40]([F:41])([F:42])[F:43], predict the reactants needed to synthesize it. The reactants are: O[C:2]1[C:3]2[N:11]=[CH:10][CH:9]=[C:8]([C:12]([NH2:14])=[O:13])[C:4]=2[N:5]=[CH:6][N:7]=1.Cl.[NH2:16][C@@H:17]([C:33]1[CH:38]=[CH:37][C:36]([F:39])=[C:35]([C:40]([F:43])([F:42])[F:41])[CH:34]=1)[CH2:18][N:19]([CH3:32])S(C1C=CC([N+]([O-])=O)=CC=1)(=O)=O. (8) Given the product [N:23]1[CH:24]=[CH:25][CH:26]=[C:21]([C:12]2[CH:13]=[C:14]3[C@@:15]4([CH2:19][O:18][C:17]([NH2:20])=[N:16]4)[C:4]4[CH:3]=[CH:2][N:7]=[CH:6][C:5]=4[O:8][C:9]3=[CH:10][CH:11]=2)[CH:22]=1, predict the reactants needed to synthesize it. The reactants are: Cl[C:2]1[N:7]=[CH:6][C:5]2[O:8][C:9]3[C:14]([C@@:15]4([CH2:19][O:18][C:17]([NH2:20])=[N:16]4)[C:4]=2[CH:3]=1)=[CH:13][C:12]([C:21]1[CH:22]=[N:23][CH:24]=[CH:25][CH:26]=1)=[CH:11][CH:10]=3.